From a dataset of Catalyst prediction with 721,799 reactions and 888 catalyst types from USPTO. Predict which catalyst facilitates the given reaction. (1) The catalyst class is: 155. Product: [Cl:1][C:2]1[CH:3]=[CH:4][C:5]2[N:11]3[C:12]([C:15]([F:18])([F:17])[F:16])=[N:13][N:14]=[C:10]3[C@@H:9]([CH2:19][C:20]([OH:22])=[O:21])[S:8][C@H:7]([C:26]3[CH:31]=[CH:30][CH:29]=[C:28]([O:32][CH3:33])[C:27]=3[CH3:34])[C:6]=2[CH:35]=1. Reactant: [Cl:1][C:2]1[CH:3]=[CH:4][C:5]2[N:11]3[C:12]([C:15]([F:18])([F:17])[F:16])=[N:13][N:14]=[C:10]3[C@@H:9]([CH2:19][C:20]([O:22]C(C)C)=[O:21])[S:8][C@H:7]([C:26]3[CH:31]=[CH:30][CH:29]=[C:28]([O:32][CH3:33])[C:27]=3[CH3:34])[C:6]=2[CH:35]=1.Cl. (2) The catalyst class is: 12. Reactant: [NH2:1][CH:2]1[CH2:7][CH2:6][N:5]([C:8]([O:10][C:11]([CH3:14])([CH3:13])[CH3:12])=[O:9])[CH2:4][CH2:3]1.[Cl:15][C:16]1[CH:21]=[C:20]([NH:22][CH:23]([CH3:25])[CH3:24])[C:19]([C:26]2[O:27][C:28](S(C)(=O)=O)=[N:29][N:30]=2)=[CH:18][N:17]=1. Product: [Cl:15][C:16]1[N:17]=[CH:18][C:19]([C:26]2[O:27][C:28]([NH:1][CH:2]3[CH2:3][CH2:4][N:5]([C:8]([O:10][C:11]([CH3:14])([CH3:13])[CH3:12])=[O:9])[CH2:6][CH2:7]3)=[N:29][N:30]=2)=[C:20]([NH:22][CH:23]([CH3:25])[CH3:24])[CH:21]=1. (3) Reactant: [Cl:1][C:2]1[CH:7]=[CH:6][C:5]([C:8](=O)[CH2:9][CH3:10])=[CH:4][C:3]=1[CH3:12].[Br:13][C:14]1[CH:15]=[C:16]([CH:18]=[CH:19][C:20]=1[CH3:21])[NH2:17].[B][B][B][B][B][B][B][B][B][B]. Product: [Br:13][C:14]1[CH:15]=[C:16]([NH:17][CH:8]([C:5]2[CH:6]=[CH:7][C:2]([Cl:1])=[C:3]([CH3:12])[CH:4]=2)[CH2:9][CH3:10])[CH:18]=[CH:19][C:20]=1[CH3:21]. The catalyst class is: 5. (4) Reactant: [O:1]1[CH:5]=[CH:4][CH:3]=[C:2]1[CH2:6][C:7]([C:9]1[CH:14]=[CH:13][CH:12]=[CH:11][CH:10]=1)=O.[NH2:15][C:16]([NH2:18])=[S:17].II.[NH4+].[OH-].CN([CH:26]=[O:27])C. Product: [O:1]1[CH:5]=[CH:4][CH:3]=[C:2]1[C:6]1[S:17][C:16]([NH:18][CH:26]=[O:27])=[N:15][C:7]=1[C:9]1[CH:14]=[CH:13][CH:12]=[CH:11][CH:10]=1. The catalyst class is: 6. (5) Reactant: CC([O-:5])(C)C.[K+].[CH2:7]1[CH2:11][O:10][CH2:9][CH2:8]1.OCCC[N:16]1[C:24]2[C:19](=[CH:20][CH:21]=[CH:22][CH:23]=2)[C:18]([CH2:25][C:26]([NH2:28])=[O:27])=[CH:17]1.CO[C:31](=O)[C:32]([C:34]1[CH:35]=[CH:36]C=[C:38]2[C:42]=1[N:41](COCC[Si](C)(C)C)[CH:40]=[CH:39]2)=O.Cl. Product: [OH:10][CH2:9][CH2:8][CH2:7][C:11]1[CH:31]=[C:32]2[C:17]3[C:18](=[C:25]4[C:26](=[O:27])[N:28]=[CH:36][C:35]4=[C:34]2[C:42]2[C:38]=1[CH:39]=[CH:40][N:41]=2)[C:19]1[CH2:20][C:21](=[O:5])[CH:22]=[CH:23][C:24]=1[N:16]=3. The catalyst class is: 31.